Predict the reactants needed to synthesize the given product. From a dataset of Full USPTO retrosynthesis dataset with 1.9M reactions from patents (1976-2016). (1) Given the product [Si:9]([O:16][C@@H:17]1[CH2:21][C:20](=[O:22])[C:19]([I:1])=[CH:18]1)([C:12]([CH3:15])([CH3:14])[CH3:13])([CH3:11])[CH3:10], predict the reactants needed to synthesize it. The reactants are: [I:1]I.N1C=CC=CC=1.[Si:9]([O:16][C@@H:17]1[CH2:21][C:20](=[O:22])[CH:19]=[CH:18]1)([C:12]([CH3:15])([CH3:14])[CH3:13])([CH3:11])[CH3:10].Cl. (2) Given the product [CH2:1]([N:4]([C:12]1[C:11]([Br:10])=[CH:16][N:15]=[C:14]([Cl:17])[N:13]=1)[CH:5]([CH2:8][CH3:9])[CH2:6][CH3:7])[CH:2]=[CH2:3], predict the reactants needed to synthesize it. The reactants are: [CH2:1]([NH:4][CH:5]([CH2:8][CH3:9])[CH2:6][CH3:7])[CH:2]=[CH2:3].[Br:10][C:11]1[C:12](Cl)=[N:13][C:14]([Cl:17])=[N:15][CH:16]=1.C(N(C(C)C)CC)(C)C. (3) Given the product [Br:1][C:2]1[C:14]2[C:13]3[C:8](=[CH:9][C:10]([C:15]([OH:18])([CH3:17])[CH3:16])=[CH:11][CH:12]=3)[NH:7][C:6]=2[C:5]([C:19]([NH2:21])=[O:20])=[CH:4][C:3]=1[I:22], predict the reactants needed to synthesize it. The reactants are: [Br:1][C:2]1[C:14]2[C:13]3[C:8](=[CH:9][C:10]([C:15]([OH:18])([CH3:17])[CH3:16])=[CH:11][CH:12]=3)[NH:7][C:6]=2[C:5]([C:19]([NH2:21])=[O:20])=[CH:4][CH:3]=1.[I:22]N1C(=O)CCC1=O.N1C=CC=CC=1. (4) Given the product [Cl:1][C:2]1[CH:7]=[C:6]([F:8])[CH:5]=[CH:4][C:3]=1[C:9]([N:11]1[CH2:16][CH2:15][N:14]2[C:37]([C:32]3[C:31]([CH3:30])=[CH:36][CH:35]=[CH:34][N:33]=3)=[N:39][N:40]=[C:13]2[CH2:12]1)=[O:10], predict the reactants needed to synthesize it. The reactants are: [Cl:1][C:2]1[CH:7]=[C:6]([F:8])[CH:5]=[CH:4][C:3]=1[C:9]([N:11]1[CH2:16][CH2:15][NH:14][C:13](=O)[CH2:12]1)=[O:10].F[B-](F)(F)F.C([O+](CC)CC)C.[CH3:30][C:31]1[C:32]([C:37]([NH:39][NH2:40])=O)=[N:33][CH:34]=[CH:35][CH:36]=1.Cl. (5) The reactants are: Cl[C@@H]1CCNC1=O.[NH2:8][CH2:9][CH2:10][C@@H:11](Cl)[C:12]([OH:14])=[O:13].[OH-].[Na+].O.O.O.O.O.O.O.O.[OH-].[Ba+2].[OH-].N1CC[C@H]1C(O)=O.Cl.C(=O)([O-])[O-].[Na+].[Na+].[C:43](O[C:43]([O:45][C:46]([CH3:49])([CH3:48])[CH3:47])=[O:44])([O:45][C:46]([CH3:49])([CH3:48])[CH3:47])=[O:44]. Given the product [C:46]([O:45][C:43]([N:8]1[CH2:9][CH2:10][C@H:11]1[C:12]([OH:14])=[O:13])=[O:44])([CH3:49])([CH3:48])[CH3:47], predict the reactants needed to synthesize it. (6) Given the product [CH:1]1([CH2:4][N:5]2[C:9]3=[N:10][CH:11]=[C:12]([N:14]([CH3:15])[S:38]([C:34]4[S:33][CH:37]=[CH:36][CH:35]=4)(=[O:40])=[O:39])[CH:13]=[C:8]3[N:7]=[C:6]2[CH2:16][C:17]2[CH:22]=[CH:21][C:20]([O:23][CH2:24][CH3:25])=[CH:19][CH:18]=2)[CH2:3][CH2:2]1, predict the reactants needed to synthesize it. The reactants are: [CH:1]1([CH2:4][N:5]2[C:9]3=[N:10][CH:11]=[C:12]([NH:14][CH3:15])[CH:13]=[C:8]3[N:7]=[C:6]2[CH2:16][C:17]2[CH:22]=[CH:21][C:20]([O:23][CH2:24][CH3:25])=[CH:19][CH:18]=2)[CH2:3][CH2:2]1.C(N(CC)CC)C.[S:33]1[CH:37]=[CH:36][CH:35]=[C:34]1[S:38](Cl)(=[O:40])=[O:39].CC(O)=O. (7) Given the product [C:1]([O:5][C:6]([NH:8][CH2:9][C:10]1[CH:11]=[C:12]([C:17]2[S:18][C:19]([CH2:39][CH3:40])=[C:20]([C:22]([NH:24][C:25]3[CH:30]=[CH:29][CH:28]=[CH:27][C:26]=3[CH2:31][C:32]([O:34][C:35]([CH3:38])([CH3:37])[CH3:36])=[O:33])=[O:23])[N:21]=2)[CH:13]=[C:14]([F:16])[CH:15]=1)=[O:7])([CH3:4])([CH3:3])[CH3:2], predict the reactants needed to synthesize it. The reactants are: [C:1]([O:5][C:6]([NH:8][CH2:9][C:10]1[CH:11]=[C:12]([C:17]2[S:18][C:19]([CH:39]=[CH2:40])=[C:20]([C:22]([NH:24][C:25]3[CH:30]=[CH:29][CH:28]=[CH:27][C:26]=3[CH2:31][C:32]([O:34][C:35]([CH3:38])([CH3:37])[CH3:36])=[O:33])=[O:23])[N:21]=2)[CH:13]=[C:14]([F:16])[CH:15]=1)=[O:7])([CH3:4])([CH3:3])[CH3:2]. (8) The reactants are: [C:1]([OH:13])(=[O:12])[CH2:2][C:3]([CH2:8][C:9]([OH:11])=[O:10])([C:5]([OH:7])=[O:6])[OH:4]. Given the product [C:1]([OH:13])(=[O:12])[CH2:2][C:3]([CH2:8][C:9]([OH:11])=[O:10])([C:5]([O-:7])=[O:6])[OH:4].[C:1]([OH:13])(=[O:12])[CH2:2][C:3]([CH2:8][C:9]([O-:11])=[O:10])([C:5]([O-:7])=[O:6])[OH:4].[C:1]([O-:13])(=[O:12])[CH2:2][C:3]([CH2:8][C:9]([O-:11])=[O:10])([C:5]([O-:7])=[O:6])[OH:4], predict the reactants needed to synthesize it.